This data is from Catalyst prediction with 721,799 reactions and 888 catalyst types from USPTO. The task is: Predict which catalyst facilitates the given reaction. (1) Reactant: Cl.[NH2:2][OH:3].C(=O)(O)[O-].[Na+].O.[Cl:10][C:11]1[CH:12]=[C:13]([C:17]2[C:22]3[N:23]([CH2:33][C@H:34]4[CH2:39][CH2:38][C@H:37]([CH3:40])[CH2:36][CH2:35]4)[C:24]([N:26]4[CH2:30][CH2:29][CH2:28][C@H:27]4[CH2:31][F:32])=[N:25][C:21]=3[CH:20]=[C:19]([C:41]#[N:42])[N:18]=2)[CH:14]=[N:15][CH:16]=1. Product: [Cl:10][C:11]1[CH:12]=[C:13]([C:17]2[C:22]3[N:23]([CH2:33][C@H:34]4[CH2:39][CH2:38][C@H:37]([CH3:40])[CH2:36][CH2:35]4)[C:24]([N:26]4[CH2:30][CH2:29][CH2:28][C@H:27]4[CH2:31][F:32])=[N:25][C:21]=3[CH:20]=[C:19]([C:41](=[N:2][OH:3])[NH2:42])[N:18]=2)[CH:14]=[N:15][CH:16]=1. The catalyst class is: 8. (2) Reactant: C(OC([N:8]1[CH2:13][CH2:12][C:11](=[CH:14][C:15]2[O:16][C:17]3[CH:23]=[CH:22][C:21]([CH3:24])=[CH:20][C:18]=3[CH:19]=2)[CH2:10][CH2:9]1)=O)(C)(C)C.FC(F)(F)C(O)=O. Product: [CH3:24][C:21]1[CH:22]=[CH:23][C:17]2[O:16][C:15]([CH:14]=[C:11]3[CH2:12][CH2:13][NH:8][CH2:9][CH2:10]3)=[CH:19][C:18]=2[CH:20]=1. The catalyst class is: 2. (3) Reactant: [CH3:1][C:2]1[CH:10]=[CH:9][C:5]([C:6](Cl)=[O:7])=[CH:4][CH:3]=1.[NH2:11][CH2:12][CH2:13][CH2:14][CH2:15][CH2:16][C:17]([OH:19])=[O:18]. Product: [CH3:1][C:2]1[CH:10]=[CH:9][C:5]([C:6]([NH:11][CH2:12][CH2:13][CH2:14][CH2:15][CH2:16][C:17]([OH:19])=[O:18])=[O:7])=[CH:4][CH:3]=1. The catalyst class is: 251. (4) Reactant: [CH2:1]([OH:8])[C:2]1[CH:7]=[CH:6][CH:5]=[CH:4][CH:3]=1.Cl[S:10]([N:13]=[C:14]=[O:15])(=[O:12])=[O:11].Cl.[CH2:17]([O:19][C:20](=[O:24])[CH2:21][CH2:22][NH2:23])[CH3:18].C(N(CC)C(C)C)(C)C.Cl. Product: [CH2:1]([O:8][C:14]([NH:13][S:10]([NH:23][CH2:22][CH2:21][C:20]([O:19][CH2:17][CH3:18])=[O:24])(=[O:12])=[O:11])=[O:15])[C:2]1[CH:7]=[CH:6][CH:5]=[CH:4][CH:3]=1. The catalyst class is: 852. (5) Reactant: [F:1][C:2]1[CH:3]=[C:4]([OH:25])[CH:5]=[C:6]([C:8]2[CH:13]=[C:12]([O:14][CH2:15][C:16]3[CH:21]=[CH:20][CH:19]=[CH:18][N:17]=3)[N:11]=[C:10]3[CH2:22][CH2:23][CH2:24][C:9]=23)[CH:7]=1.[CH3:26][S:27](Cl)(=[O:29])=[O:28]. Product: [CH3:26][S:27]([O:25][C:4]1[CH:5]=[C:6]([C:8]2[CH:13]=[C:12]([O:14][CH2:15][C:16]3[CH:21]=[CH:20][CH:19]=[CH:18][N:17]=3)[N:11]=[C:10]3[CH2:22][CH2:23][CH2:24][C:9]=23)[CH:7]=[C:2]([F:1])[CH:3]=1)(=[O:29])=[O:28]. The catalyst class is: 2. (6) Reactant: [NH:1]1[CH2:6][CH2:5][NH:4][CH2:3][CH:2]1[C:7]([OH:9])=[O:8].[OH-].[Na+].[O:12](C(OC(C)(C)C)=O)[C:13]([O:15][C:16]([CH3:19])([CH3:18])[CH3:17])=O. Product: [C:13]([N:4]1[CH2:5][CH2:6][NH:1][CH:2]([C:7]([OH:9])=[O:8])[CH2:3]1)([O:15][C:16]([CH3:19])([CH3:18])[CH3:17])=[O:12]. The catalyst class is: 6. (7) Reactant: [CH3:1][Si:2]([CH3:20])([CH3:19])[N:3]1[CH2:7][C@H:6]([C:8](OC)=[O:9])[CH2:5][C@@H:4]1[C:12]([O:14][C:15]([CH3:18])([CH3:17])[CH3:16])=[O:13].[Al]. Product: [CH3:1][Si:2]([CH3:19])([CH3:20])[N:3]1[CH2:7][C@H:6]([CH2:8][OH:9])[CH2:5][C@@H:4]1[C:12]([O:14][C:15]([CH3:16])([CH3:17])[CH3:18])=[O:13]. The catalyst class is: 1. (8) Reactant: C([N:8]1[CH2:13][CH2:12][C:11]2([C:17]3[CH:18]=[CH:19][C:20]([OH:22])=[CH:21][C:16]=3[O:15][CH2:14]2)[CH2:10][CH2:9]1)C1C=CC=CC=1. Product: [NH:8]1[CH2:13][CH2:12][C:11]2([C:17]3[CH:18]=[CH:19][C:20]([OH:22])=[CH:21][C:16]=3[O:15][CH2:14]2)[CH2:10][CH2:9]1. The catalyst class is: 293. (9) Reactant: [N:1]1[C:6]2[CH:7]=[CH:8][CH:9]=[CH:10][C:5]=2[C:4](=[O:11])[NH:3][N:2]=1.C(=O)([O-])[O-].[K+].[K+].[Br:18][CH:19](Br)[CH3:20]. Product: [Br:18][CH2:19][CH2:20][N:3]1[C:4](=[O:11])[C:5]2[CH:10]=[CH:9][CH:8]=[CH:7][C:6]=2[N:1]=[N:2]1. The catalyst class is: 35. (10) Reactant: [N+]([O-])(O)=O.[F:5][C:6]1[CH:7]=[C:8]([NH:18][C:19]([NH2:21])=[NH:20])[CH:9]=[CH:10][C:11]=1[N:12]1[CH:16]=[C:15]([CH3:17])[N:14]=[CH:13]1.[CH3:22][CH:23]([CH3:34])[C:24](=O)[CH2:25][C:26](=O)[C:27]([O:29][CH2:30][CH3:31])=[O:28].C(=O)([O-])[O-].[K+].[K+]. Product: [F:5][C:6]1[CH:7]=[C:8]([NH:18][C:19]2[N:21]=[C:26]([C:27]([O:29][CH2:30][CH3:31])=[O:28])[CH:25]=[C:24]([CH:23]([CH3:22])[CH3:34])[N:20]=2)[CH:9]=[CH:10][C:11]=1[N:12]1[CH:16]=[C:15]([CH3:17])[N:14]=[CH:13]1. The catalyst class is: 162.